Predict the product of the given reaction. From a dataset of Forward reaction prediction with 1.9M reactions from USPTO patents (1976-2016). (1) The product is: [Cl:8][CH:4]([C:5](=[O:6])[CH2:7][C:22]([CH:17]1[CH2:21][CH2:20][CH2:19][CH2:18]1)([OH:36])[CH2:23][CH2:24][C:25]1[CH:30]=[CH:29][C:28]([O:31][CH:32]([CH3:34])[CH3:33])=[C:27]([F:35])[CH:26]=1)[C:3]([O:2][CH3:1])=[O:9]. Given the reactants [CH3:1][O:2][C:3](=[O:9])[CH:4]([Cl:8])[C:5]([CH3:7])=[O:6].[H-].[Na+].[Li]CCCC.[CH:17]1([C:22](=[O:36])[CH2:23][CH2:24][C:25]2[CH:30]=[CH:29][C:28]([O:31][CH:32]([CH3:34])[CH3:33])=[C:27]([F:35])[CH:26]=2)[CH2:21][CH2:20][CH2:19][CH2:18]1.BrC1C=CC(OC(C)C)=C(F)C=1.BrC1C=CC=CN=1, predict the reaction product. (2) Given the reactants [CH3:1][O:2][C:3]([C:5]1[CH:10]=[CH:9][C:8]([C:11]2[C:12]([CH3:42])([CH3:41])[C@H:13]3[C@:26]([CH3:29])([CH2:27][CH:28]=2)[C@@H:25]2[C@:16]([CH3:40])([C@@:17]4([CH3:39])[C@H:22]([CH2:23][CH2:24]2)[C@H:21]2[C@H:30]([C:33]([CH3:35])=[CH2:34])[CH2:31][CH2:32][C@:20]2([C:36](O)=[O:37])[CH2:19][CH2:18]4)[CH2:15][CH2:14]3)=[CH:7][CH:6]=1)=[O:4].C(Cl)(=O)C(Cl)=O.[C:49]([O:53][C:54](=[O:61])[N:55]([CH2:57][CH2:58][CH2:59][NH2:60])[CH3:56])([CH3:52])([CH3:51])[CH3:50], predict the reaction product. The product is: [C:49]([O:53][C:54]([N:55]([CH3:56])[CH2:57][CH2:58][CH2:59][NH:60][C:36]([C@:20]12[CH2:32][CH2:31][C@@H:30]([C:33]([CH3:35])=[CH2:34])[C@@H:21]1[C@@H:22]1[C@@:17]([CH3:39])([CH2:18][CH2:19]2)[C@@:16]2([CH3:40])[C@@H:25]([C@:26]3([CH3:29])[C@@H:13]([CH2:14][CH2:15]2)[C:12]([CH3:42])([CH3:41])[C:11]([C:8]2[CH:7]=[CH:6][C:5]([C:3]([O:2][CH3:1])=[O:4])=[CH:10][CH:9]=2)=[CH:28][CH2:27]3)[CH2:24][CH2:23]1)=[O:37])=[O:61])([CH3:52])([CH3:50])[CH3:51].